This data is from Reaction yield outcomes from USPTO patents with 853,638 reactions. The task is: Predict the reaction yield, written as a fraction of the theoretical maximum amount of product (1.0 means a 100% yield; for example, 0.34 means a 34% yield). (1) The yield is 0.930. The product is [Cl:3][C:4]1[CH:5]=[CH:6][C:7]2[N:8]([C:10]([CH2:16][OH:17])=[C:11]([CH:13]3[CH2:14][CH2:15]3)[N:12]=2)[N:9]=1. The catalyst is CO. The reactants are [BH4-].[Na+].[Cl:3][C:4]1[CH:5]=[CH:6][C:7]2[N:8]([C:10]([CH:16]=[O:17])=[C:11]([CH:13]3[CH2:15][CH2:14]3)[N:12]=2)[N:9]=1. (2) The catalyst is C(Cl)Cl. The reactants are [OH:1][CH:2]1[CH2:6][CH2:5][CH2:4][CH:3]1[NH:7][S:8]([CH:11]([CH3:13])[CH3:12])(=[O:10])=[O:9].[Cr](Cl)([O-])(=O)=O.[NH+]1C=CC=CC=1. The yield is 0.300. The product is [CH3:13][CH:11]([S:8]([NH:7][CH:3]1[CH2:4][CH2:5][CH2:6][C:2]1=[O:1])(=[O:10])=[O:9])[CH3:12]. (3) The reactants are [C:1]([C:5]1[CH:9]=[C:8]([NH:10][C:11]([O:13]C2C=CC=CC=2)=O)[N:7]([CH2:20][C:21]([O:23][CH2:24][CH3:25])=[O:22])[N:6]=1)([CH3:4])([CH3:3])[CH3:2].[CH3:26][O:27][C:28]1[CH:29]=[C:30]2[C:35](=[CH:36][C:37]=1[O:38][CH3:39])[N:34]=[CH:33][N:32]=[C:31]2[S:40][C:41]1[CH:42]=[C:43]([CH:45]=[CH:46][CH:47]=1)[NH2:44].C(N(CC)C(C)C)(C)C. The catalyst is C1COCC1. The product is [C:1]([C:5]1[CH:9]=[C:8]([NH:10][C:11]([NH:44][C:43]2[CH:45]=[CH:46][CH:47]=[C:41]([S:40][C:31]3[C:30]4[C:35](=[CH:36][C:37]([O:38][CH3:39])=[C:28]([O:27][CH3:26])[CH:29]=4)[N:34]=[CH:33][N:32]=3)[CH:42]=2)=[O:13])[N:7]([CH2:20][C:21]([O:23][CH2:24][CH3:25])=[O:22])[N:6]=1)([CH3:2])([CH3:3])[CH3:4]. The yield is 0.590. (4) The reactants are [CH3:1][C:2]1([C:8]([O:10][C:11]([CH3:14])([CH3:13])[CH3:12])=[O:9])SCCCS1.O.C(=O)(O)[O-:17].[Na+]. The catalyst is CC(C)=O. The product is [O:17]=[C:2]([CH3:1])[C:8]([O:10][C:11]([CH3:14])([CH3:13])[CH3:12])=[O:9]. The yield is 0.400. (5) The reactants are C[O:2][C:3](=O)[C:4]1[CH:9]=[CH:8][C:7]([N:10]2[C:17](=[S:18])[N:16]([C:19]3[CH:24]=[CH:23][C:22]([C:25]#[N:26])=[C:21]([C:27]([F:30])([F:29])[F:28])[CH:20]=3)[C:15](=[O:31])[C:11]32[CH2:14][CH2:13][CH2:12]3)=[CH:6][CH:5]=1.[CH3:33][NH2:34]. No catalyst specified. The product is [CH3:33][NH:34][C:3](=[O:2])[C:4]1[CH:9]=[CH:8][C:7]([N:10]2[C:17](=[S:18])[N:16]([C:19]3[CH:24]=[CH:23][C:22]([C:25]#[N:26])=[C:21]([C:27]([F:29])([F:30])[F:28])[CH:20]=3)[C:15](=[O:31])[C:11]32[CH2:12][CH2:13][CH2:14]3)=[CH:6][CH:5]=1. The yield is 0.840.